Dataset: Catalyst prediction with 721,799 reactions and 888 catalyst types from USPTO. Task: Predict which catalyst facilitates the given reaction. (1) Reactant: [CH:1]1([C:4]2[CH:18]=[CH:17][C:7]([O:8][CH2:9][CH:10]3[C:15](=O)[CH2:14][CH2:13][CH2:12][O:11]3)=[CH:6][CH:5]=2)[CH2:3][CH2:2]1.C(N(CC)CC)C.Cl.[CH2:27]([O:29][NH2:30])[CH3:28]. The catalyst class is: 8. Product: [CH2:27]([O:29][N:30]=[C:15]1[CH2:14][CH2:13][CH2:12][O:11][CH:10]1[CH2:9][O:8][C:7]1[CH:17]=[CH:18][C:4]([CH:1]2[CH2:3][CH2:2]2)=[CH:5][CH:6]=1)[CH3:28]. (2) Reactant: [Cl:1][C:2]1[N:11]=[C:10](Cl)[C:9]2[C:4](=[CH:5][C:6]([O:15][CH3:16])=[C:7]([O:13][CH3:14])[CH:8]=2)[N:3]=1.[C:17]([O:21][C:22]([N:24]1[CH2:29][CH2:28][CH:27]([NH2:30])[CH2:26][CH2:25]1)=[O:23])([CH3:20])([CH3:19])[CH3:18].N12CCCN=C1CCCCC2. Product: [C:17]([O:21][C:22]([N:24]1[CH2:29][CH2:28][CH:27]([NH:30][C:10]2[C:9]3[C:4](=[CH:5][C:6]([O:15][CH3:16])=[C:7]([O:13][CH3:14])[CH:8]=3)[N:3]=[C:2]([Cl:1])[N:11]=2)[CH2:26][CH2:25]1)=[O:23])([CH3:20])([CH3:18])[CH3:19]. The catalyst class is: 1. (3) Reactant: [Br:1][C:2]1[CH:7]=[CH:6][C:5]([F:8])=[CH:4][N:3]=1.[Li+].CC([N-]C(C)C)C.[CH2:17]([O:19][CH:20]([O:26][CH2:27][CH3:28])[C:21](OCC)=[O:22])[CH3:18].CCOC(C)=O. Product: [Br:1][C:2]1[CH:7]=[C:6]([C:21](=[O:22])[CH:20]([O:26][CH2:27][CH3:28])[O:19][CH2:17][CH3:18])[C:5]([F:8])=[CH:4][N:3]=1. The catalyst class is: 1. (4) Reactant: Br[C:2]1[CH:7]=[CH:6][C:5]([C:8]2([C:11]3[N:15]4[CH2:16][CH2:17][S:18][C:19]([CH2:22][O:23][Si:24]([C:27]([CH3:30])([CH3:29])[CH3:28])([CH3:26])[CH3:25])([CH3:21])[CH2:20][C:14]4=[N:13][N:12]=3)[CH2:10][CH2:9]2)=[CH:4][C:3]=1[F:31].[CH3:32][N:33]1[CH:37]=[C:36](B2OC(C)(C)C(C)(C)O2)[CH:35]=[N:34]1.C(=O)([O-])[O-].[K+].[K+]. Product: [Si:24]([O:23][CH2:22][C:19]1([CH3:21])[S:18][CH2:17][CH2:16][N:15]2[C:11]([C:8]3([C:5]4[CH:6]=[CH:7][C:2]([C:36]5[CH:35]=[N:34][N:33]([CH3:32])[CH:37]=5)=[C:3]([F:31])[CH:4]=4)[CH2:10][CH2:9]3)=[N:12][N:13]=[C:14]2[CH2:20]1)([C:27]([CH3:30])([CH3:29])[CH3:28])([CH3:26])[CH3:25]. The catalyst class is: 108.